This data is from Forward reaction prediction with 1.9M reactions from USPTO patents (1976-2016). The task is: Predict the product of the given reaction. (1) Given the reactants [Cl:1][C:2]1[CH:3]=[C:4]2[C:9](=[CH:10][CH:11]=1)[C:8]([C:12]1[CH:16]=[C:15]([Br:17])[S:14][C:13]=1[Br:18])=[N:7][CH2:6][CH2:5]2.C(O)C.[C:22]([O:26][C:27](O[C:27]([O:26][C:22]([CH3:25])([CH3:24])[CH3:23])=[O:28])=[O:28])([CH3:25])([CH3:24])[CH3:23].[BH4-].[Na+], predict the reaction product. The product is: [Cl:1][C:2]1[CH:3]=[C:4]2[C:9](=[CH:10][CH:11]=1)[CH:8]([C:12]1[CH:16]=[C:15]([Br:17])[S:14][C:13]=1[Br:18])[N:7]([C:27]([O:26][C:22]([CH3:25])([CH3:24])[CH3:23])=[O:28])[CH2:6][CH2:5]2. (2) Given the reactants N[C:2]1[C:3]([Br:8])=[N:4][CH:5]=[CH:6][CH:7]=1.[F:9][C:10]([F:14])([F:13])[CH2:11][OH:12].CS(O)(=O)=O.C(ON=O)(C)(C)C.C(=O)(O)[O-].[Na+], predict the reaction product. The product is: [Br:8][C:3]1[C:2]([O:12][CH2:11][C:10]([F:14])([F:13])[F:9])=[CH:7][CH:6]=[CH:5][N:4]=1. (3) Given the reactants Cl.[CH3:2][S:3][C:4]1[C:5]([C:17]2[CH:22]=[CH:21][CH:20]=[CH:19][CH:18]=2)=[N:6][C:7]2[C:12]([C:13]=1[C:14](O)=[O:15])=[CH:11][CH:10]=[CH:9][CH:8]=2.C1C=C2N=NN(O)C2=CC=1.O.CN1CCOCC1.CCN=C=NCCCN(C)C.Cl.[CH:53]1([C@@H:56]([C:58]2[CH:63]=[CH:62][CH:61]=[CH:60][CH:59]=2)[NH2:57])[CH2:55][CH2:54]1, predict the reaction product. The product is: [CH:53]1([C@@H:56]([C:58]2[CH:63]=[CH:62][CH:61]=[CH:60][CH:59]=2)[NH:57][C:14]([C:13]2[C:12]3[C:7](=[CH:8][CH:9]=[CH:10][CH:11]=3)[N:6]=[C:5]([C:17]3[CH:18]=[CH:19][CH:20]=[CH:21][CH:22]=3)[C:4]=2[S:3][CH3:2])=[O:15])[CH2:54][CH2:55]1. (4) Given the reactants [NH2:1][C@@H:2]1[CH2:7][CH2:6][C@H:5]([NH:8][C:9]([C:11]2[C:15]3[N:16]=[CH:17][N:18]=[C:19]([C:20]4[C:28]5[O:27][CH2:26][O:25][C:24]=5[CH:23]=[CH:22][C:21]=4[O:29][CH2:30][CH:31]4[CH2:33][CH2:32]4)[C:14]=3[NH:13][CH:12]=2)=[O:10])[CH2:4][CH2:3]1.Cl[C:35]([C:37]1([O:40]C(=O)C)[CH2:39][CH2:38]1)=[O:36], predict the reaction product. The product is: [OH:40][C:37]1([C:35]([NH:1][C@@H:2]2[CH2:7][CH2:6][C@H:5]([NH:8][C:9]([C:11]3[C:15]4[N:16]=[CH:17][N:18]=[C:19]([C:20]5[C:28]6[O:27][CH2:26][O:25][C:24]=6[CH:23]=[CH:22][C:21]=5[O:29][CH2:30][CH:31]5[CH2:33][CH2:32]5)[C:14]=4[NH:13][CH:12]=3)=[O:10])[CH2:4][CH2:3]2)=[O:36])[CH2:39][CH2:38]1. (5) Given the reactants O=[C:2]1[CH2:11][CH2:10][CH2:9][C:8]2[CH:7]=[C:6]([C:12]([O:14][CH3:15])=[O:13])[CH:5]=[CH:4][C:3]1=2.[CH3:16][O:17][C:18]1[CH:23]=[CH:22][CH:21]=[CH:20][C:19]=1[CH2:24][CH2:25][NH2:26].[BH4-].[Na+].O, predict the reaction product. The product is: [CH3:16][O:17][C:18]1[CH:23]=[CH:22][CH:21]=[CH:20][C:19]=1[CH2:24][CH2:25][NH:26][CH:2]1[CH2:11][CH2:10][CH2:9][C:8]2[CH:7]=[C:6]([C:12]([O:14][CH3:15])=[O:13])[CH:5]=[CH:4][C:3]1=2.